Dataset: Full USPTO retrosynthesis dataset with 1.9M reactions from patents (1976-2016). Task: Predict the reactants needed to synthesize the given product. (1) Given the product [Cl:1][C:2]1[CH:3]=[C:4]([C:12]2[O:16][N:15]=[C:14]([C:17]3[CH:18]=[CH:19][CH:20]=[C:21]4[C:25]=3[N:24]([CH3:26])[CH:23]=[C:22]4[CH2:27][N:28]3[CH2:33][CH2:32][CH:31]([C:34]([OH:36])=[O:35])[CH2:30][CH2:29]3)[N:13]=2)[CH:5]=[CH:6][C:7]=1[O:8][CH:9]([CH3:11])[CH3:10], predict the reactants needed to synthesize it. The reactants are: [Cl:1][C:2]1[CH:3]=[C:4]([C:12]2[O:16][N:15]=[C:14]([C:17]3[CH:18]=[CH:19][CH:20]=[C:21]4[C:25]=3[N:24]([CH3:26])[CH:23]=[C:22]4[CH2:27][N:28]3[CH2:33][CH2:32][CH:31]([C:34]([O:36]CC)=[O:35])[CH2:30][CH2:29]3)[N:13]=2)[CH:5]=[CH:6][C:7]=1[O:8][CH:9]([CH3:11])[CH3:10].[OH-].[Na+]. (2) The reactants are: [CH2:1]([O:8][C:9]1[C:18](=[O:19])[N:17]2[C:12]([C:13]([CH3:21])([CH3:20])[O:14][CH2:15][CH2:16]2)=[N:11][C:10]=1[C:22]([OH:24])=O)[C:2]1[CH:7]=[CH:6][CH:5]=[CH:4][CH:3]=1.[NH2:25][CH2:26][C:27]1[CH:42]=[CH:41][C:40]([F:43])=[CH:39][C:28]=1[O:29][CH2:30][C:31]([N:33]1[CH2:38][CH2:37][O:36][CH2:35][CH2:34]1)=[O:32]. Given the product [F:43][C:40]1[CH:41]=[CH:42][C:27]([CH2:26][NH:25][C:22]([C:10]2[N:11]=[C:12]3[N:17]([C:18](=[O:19])[C:9]=2[O:8][CH2:1][C:2]2[CH:7]=[CH:6][CH:5]=[CH:4][CH:3]=2)[CH2:16][CH2:15][O:14][C:13]3([CH3:21])[CH3:20])=[O:24])=[C:28]([O:29][CH2:30][C:31]([N:33]2[CH2:34][CH2:35][O:36][CH2:37][CH2:38]2)=[O:32])[CH:39]=1, predict the reactants needed to synthesize it. (3) The reactants are: Br[C:2]1[CH:7]=[CH:6][C:5]([C:8]2[NH:17][C:16](=[O:18])[C:15]3[C:10](=[CH:11][C:12]([O:21][CH3:22])=[CH:13][C:14]=3[O:19][CH3:20])[N:9]=2)=[CH:4][CH:3]=1.[NH2:23][C:24]1[CH:25]=[N:26][CH:27]=[CH:28][CH:29]=1.C([O-])([O-])=O.[Cs+].[Cs+].CN(C=O)C. Given the product [CH3:20][O:19][C:14]1[CH:13]=[C:12]([O:21][CH3:22])[CH:11]=[C:10]2[C:15]=1[C:16](=[O:18])[NH:17][C:8]([C:5]1[CH:6]=[CH:7][C:2]([NH:23][C:24]3[CH:25]=[N:26][CH:27]=[CH:28][CH:29]=3)=[CH:3][CH:4]=1)=[N:9]2, predict the reactants needed to synthesize it. (4) The reactants are: [N:1]1[C:8]([Cl:9])=[N:7][C:5]([Cl:6])=[N:4][C:2]=1Cl.C(=O)([O-])[O-].[K+].[K+].[Cl:16][C:17]1[CH:23]=[CH:22][C:20]([NH2:21])=[CH:19][CH:18]=1.C(OCC)(=O)C. Given the product [Cl:16][C:17]1[CH:23]=[CH:22][C:20]([NH:21][C:2]2[N:1]=[C:8]([Cl:9])[N:7]=[C:5]([Cl:6])[N:4]=2)=[CH:19][CH:18]=1, predict the reactants needed to synthesize it. (5) Given the product [CH2:1]([O:3][C:4](=[O:19])[CH:5]([O:9][C:10]1[CH:15]=[CH:14][C:13]([Cl:16])=[CH:12][C:11]=1[CH:17]1[O:22][CH2:21][CH2:20][O:18]1)[CH2:6][CH2:7][CH3:8])[CH3:2], predict the reactants needed to synthesize it. The reactants are: [CH2:1]([O:3][C:4](=[O:19])[CH:5]([O:9][C:10]1[CH:15]=[CH:14][C:13]([Cl:16])=[CH:12][C:11]=1[CH:17]=[O:18])[CH2:6][CH2:7][CH3:8])[CH3:2].[CH2:20](O)[CH2:21][OH:22]. (6) Given the product [N:12]1[CH:17]=[CH:16][CH:15]=[CH:14][C:13]=1[N:18]1[CH2:19][CH2:20][N:21]([CH2:2][C:3]2[S:4][C:5]3[C:10]([N:11]=2)=[CH:9][CH:8]=[CH:7][N:6]=3)[CH2:22][CH2:23]1, predict the reactants needed to synthesize it. The reactants are: Cl[CH2:2][C:3]1[S:4][C:5]2[C:10]([N:11]=1)=[CH:9][CH:8]=[CH:7][N:6]=2.[N:12]1[CH:17]=[CH:16][CH:15]=[CH:14][C:13]=1[N:18]1[CH2:23][CH2:22][NH:21][CH2:20][CH2:19]1.CCN(C(C)C)C(C)C. (7) The reactants are: [O:1]=[C:2]1[N:7]([CH2:8][C:9]2[CH:10]=[C:11]([CH:15]=[CH:16][CH:17]=2)[C:12](Cl)=[O:13])[N:6]=[C:5]([C:18]2[O:22][N:21]=[C:20]([C:23]3[CH:28]=[CH:27][C:26]([O:29][C:30]([F:33])([F:32])[F:31])=[CH:25][CH:24]=3)[N:19]=2)[CH:4]=[CH:3]1.[OH:34][CH:35]1[CH2:40][CH2:39][NH:38][CH2:37][CH2:36]1. Given the product [OH:34][CH:35]1[CH2:40][CH2:39][N:38]([C:12]([C:11]2[CH:10]=[C:9]([CH:17]=[CH:16][CH:15]=2)[CH2:8][N:7]2[C:2](=[O:1])[CH:3]=[CH:4][C:5]([C:18]3[O:22][N:21]=[C:20]([C:23]4[CH:24]=[CH:25][C:26]([O:29][C:30]([F:31])([F:33])[F:32])=[CH:27][CH:28]=4)[N:19]=3)=[N:6]2)=[O:13])[CH2:37][CH2:36]1, predict the reactants needed to synthesize it. (8) Given the product [CH2:1]([O:3][C:4](=[O:17])[CH2:5][C:6]1[C:10]2[CH:11]=[C:12]([C:18]#[N:19])[CH:13]=[CH:14][C:9]=2[O:8][C:7]=1[CH3:16])[CH3:2], predict the reactants needed to synthesize it. The reactants are: [CH2:1]([O:3][C:4](=[O:17])[CH2:5][C:6]1[C:10]2[CH:11]=[C:12](Br)[CH:13]=[CH:14][C:9]=2[O:8][C:7]=1[CH3:16])[CH3:2].[C:18]([Cu])#[N:19].[C-]#N.[Na+]. (9) The reactants are: [N:1]1[C:10]2[C@@H:9]([NH2:11])[CH2:8][CH2:7][CH2:6][C:5]=2[CH:4]=[CH:3][CH:2]=1.[CH3:12][C:13]([CH3:15])=O.C(OC)(OC)OC.[BH4-].[Na+].C([O-])(O)=O.[Na+]. Given the product [CH3:12][CH:13]([NH:11][C@@H:9]1[C:10]2[N:1]=[CH:2][CH:3]=[CH:4][C:5]=2[CH2:6][CH2:7][CH2:8]1)[CH3:15], predict the reactants needed to synthesize it. (10) The reactants are: [Cl:1][C:2]1[CH:7]=[CH:6][C:5]([CH:8]([CH2:12][CH:13]=[O:14])[C:9]([OH:11])=[O:10])=[CH:4][CH:3]=1.S(=O)(=O)(O)O.[CH:20](O)([CH3:22])[CH3:21]. Given the product [Cl:1][C:2]1[CH:3]=[CH:4][C:5]([CH:8]([CH2:12][CH:13]=[O:14])[C:9]([O:11][CH:20]([CH3:22])[CH3:21])=[O:10])=[CH:6][CH:7]=1, predict the reactants needed to synthesize it.